The task is: Regression. Given two drug SMILES strings and cell line genomic features, predict the synergy score measuring deviation from expected non-interaction effect.. This data is from NCI-60 drug combinations with 297,098 pairs across 59 cell lines. Drug 1: CC1CCC2CC(C(=CC=CC=CC(CC(C(=O)C(C(C(=CC(C(=O)CC(OC(=O)C3CCCCN3C(=O)C(=O)C1(O2)O)C(C)CC4CCC(C(C4)OC)O)C)C)O)OC)C)C)C)OC. Drug 2: C1CN(CCN1C(=O)CCBr)C(=O)CCBr. Cell line: U251. Synergy scores: CSS=44.8, Synergy_ZIP=-6.05, Synergy_Bliss=-1.91, Synergy_Loewe=-3.66, Synergy_HSA=0.441.